This data is from Reaction yield outcomes from USPTO patents with 853,638 reactions. The task is: Predict the reaction yield, written as a fraction of the theoretical maximum amount of product (1.0 means a 100% yield; for example, 0.34 means a 34% yield). (1) The reactants are [NH2:1][C:2]1[CH:7]=[CH:6][C:5]([O:8][CH3:9])=[CH:4][C:3]=1O.[F:11][C:12]1[CH:19]=[CH:18][C:15]([CH:16]=O)=[CH:14][CH:13]=1.O.C[S:22](C)=O. No catalyst specified. The product is [CH3:9][O:8][C:5]1[CH:6]=[CH:7][C:2]2[N:1]=[C:16]([C:15]3[CH:18]=[CH:19][C:12]([F:11])=[CH:13][CH:14]=3)[S:22][C:3]=2[CH:4]=1. The yield is 0.398. (2) The reactants are [OH-].[Na+].[CH2:3]([O:7][C:8]1[CH:13]=[C:12]([CH2:14][CH2:15][C:16]([O:18]C)=[O:17])[CH:11]=[CH:10][C:9]=1[C:20]1[CH:25]=[CH:24][CH:23]=[C:22]([CH2:26][N:27]([C:29](=[O:41])[C:30]2[CH:35]=[CH:34][C:33]([O:36][CH2:37][CH2:38][CH2:39][CH3:40])=[CH:32][CH:31]=2)[CH3:28])[CH:21]=1)[CH2:4][CH2:5][CH3:6]. The catalyst is O1CCCC1.CO. The product is [CH2:3]([O:7][C:8]1[CH:13]=[C:12]([CH2:14][CH2:15][C:16]([OH:18])=[O:17])[CH:11]=[CH:10][C:9]=1[C:20]1[CH:25]=[CH:24][CH:23]=[C:22]([CH2:26][N:27]([C:29](=[O:41])[C:30]2[CH:35]=[CH:34][C:33]([O:36][CH2:37][CH2:38][CH2:39][CH3:40])=[CH:32][CH:31]=2)[CH3:28])[CH:21]=1)[CH2:4][CH2:5][CH3:6]. The yield is 0.600. (3) The reactants are [F:1][C:2]1[CH:11]=[CH:10][C:9]([CH3:12])=[CH:8][C:3]=1[C:4]([NH:6][NH2:7])=[O:5].[Br:13][CH:14]([CH3:25])[C:15](OCC)(OCC)OCC. No catalyst specified. The product is [Br:13][CH:14]([C:25]1[O:5][C:4]([C:3]2[CH:8]=[C:9]([CH3:12])[CH:10]=[CH:11][C:2]=2[F:1])=[N:6][N:7]=1)[CH3:15]. The yield is 0.270. (4) The reactants are [C:1]([N:8]1[CH2:13][CH2:12][CH:11]([OH:14])[CH2:10][CH2:9]1)([O:3][C:4]([CH3:7])([CH3:6])[CH3:5])=[O:2].[H-].[Na+].[O:17]1[CH2:21][CH2:20][CH2:19][CH2:18]1. No catalyst specified. The product is [CH2:21]([O:17][C:9]1[N:8]=[C:13]([O:14][CH:11]2[CH2:12][CH2:13][N:8]([C:1]([O:3][C:4]([CH3:7])([CH3:6])[CH3:5])=[O:2])[CH2:9][CH2:10]2)[CH:12]=[CH:11][CH:10]=1)[C:20]1[CH:6]=[CH:4][CH:5]=[CH:18][CH:19]=1. The yield is 0.490.